Dataset: Full USPTO retrosynthesis dataset with 1.9M reactions from patents (1976-2016). Task: Predict the reactants needed to synthesize the given product. (1) Given the product [Cl:17][C:18]1[CH:23]=[C:22]([CH2:24][C:25]([F:26])([F:28])[F:27])[CH:21]=[CH:20][C:19]=1[O:29][CH2:30][CH2:31][CH2:32][O:14][C:11]1[CH:12]=[CH:13][C:7]2[O:6][C@:5]([CH2:15][CH3:16])([C:3]([OH:2])=[O:4])[CH2:9][C:8]=2[CH:10]=1, predict the reactants needed to synthesize it. The reactants are: C[O:2][C:3]([C:5]1([CH2:15][CH3:16])[CH2:9][C:8]2[CH:10]=[C:11]([OH:14])[CH:12]=[CH:13][C:7]=2[O:6]1)=[O:4].[Cl:17][C:18]1[CH:23]=[C:22]([CH2:24][C:25]([F:28])([F:27])[F:26])[CH:21]=[CH:20][C:19]=1[O:29][CH2:30][CH2:31][CH2:32]I. (2) Given the product [Cl:8][C:6]1[N:5]=[C:4]([O:9][CH3:10])[N:3]=[C:2]([NH:16][CH2:15][CH2:14][C:13]2[CH:17]=[CH:18][C:19]([Cl:21])=[CH:20][C:12]=2[Cl:11])[CH:7]=1, predict the reactants needed to synthesize it. The reactants are: Cl[C:2]1[CH:7]=[C:6]([Cl:8])[N:5]=[C:4]([O:9][CH3:10])[N:3]=1.[Cl:11][C:12]1[CH:20]=[C:19]([Cl:21])[CH:18]=[CH:17][C:13]=1[CH2:14][CH2:15][NH2:16].C(=O)(O)[O-].[Na+].O. (3) Given the product [OH:21][CH2:20][CH2:19][CH:16]1[CH2:17][CH2:18][N:13]([C:1]([O:7][C:8]([CH3:9])([CH3:10])[CH3:11])=[O:12])[CH2:14][CH2:15]1, predict the reactants needed to synthesize it. The reactants are: [C:1](=[O:12])([O:7][C:8]([CH3:11])([CH3:10])[CH3:9])OC(C)(C)C.[NH:13]1[CH2:18][CH2:17][CH:16]([CH2:19][CH2:20][OH:21])[CH2:15][CH2:14]1. (4) Given the product [NH2:38][C:24]1[CH:25]=[C:26]([Cl:37])[C:27]([N:29]2[CH2:33][CH2:32][CH2:31][C@H:30]2[CH2:34][O:35][CH3:36])=[CH:28][C:23]=1[NH:22][C:20](=[S:21])[NH:19][C:3]1[CH:4]=[C:5]([CH:17]=[CH:18][C:2]=1[Cl:1])[CH2:6][NH:7][C:8]([C:10]1([C:13]([F:16])([F:15])[F:14])[CH2:11][CH2:12]1)=[O:9], predict the reactants needed to synthesize it. The reactants are: [Cl:1][C:2]1[CH:18]=[CH:17][C:5]([CH2:6][NH:7][C:8]([C:10]2([C:13]([F:16])([F:15])[F:14])[CH2:12][CH2:11]2)=[O:9])=[CH:4][C:3]=1[NH:19][C:20]([NH:22][C:23]1[CH:28]=[C:27]([N:29]2[CH2:33][CH2:32][CH2:31][C@H:30]2[CH2:34][O:35][CH3:36])[C:26]([Cl:37])=[CH:25][C:24]=1[N+:38]([O-])=O)=[S:21].[NH4+].[Cl-]. (5) Given the product [C:1]1([C:10]2[CH:11]=[CH:12][CH:13]=[CH:14][CH:15]=2)[CH:2]=[CH:3][C:4]([CH2:7][CH2:8][O:9][S:23]([CH3:26])(=[O:25])=[O:24])=[CH:5][CH:6]=1, predict the reactants needed to synthesize it. The reactants are: [C:1]1([C:10]2[CH:15]=[CH:14][CH:13]=[CH:12][CH:11]=2)[CH:6]=[CH:5][C:4]([CH2:7][CH2:8][OH:9])=[CH:3][CH:2]=1.C(N(CC)CC)C.[S:23](Cl)([CH3:26])(=[O:25])=[O:24]. (6) Given the product [CH2:8]([C@H:12]1[C@@H:19]([OH:18])[C@@H:15]([OH:16])[CH2:14][S:13]1)[CH2:9][CH:10]=[CH2:11], predict the reactants needed to synthesize it. The reactants are: C([SiH](CC)CC)C.[CH2:8]([C:12]1(O)[C@@H:19]2[C@@H:15]([O:16]C(C)(C)[O:18]2)[CH2:14][S:13]1)[CH2:9][CH:10]=[CH2:11].FC(F)(F)C(O)=O. (7) Given the product [NH2:18][C@@:8]([C:6]1[C:5]([F:25])=[CH:4][CH:3]=[C:2]([Br:1])[N:7]=1)([CH3:9])[C@@H:10]([F:17])[C@@H:11]([OH:16])[C:12]([F:14])([F:13])[F:15], predict the reactants needed to synthesize it. The reactants are: [Br:1][C:2]1[N:7]=[C:6]([C@@:8]([NH:18][S@@](C(C)(C)C)=O)([C@@H:10]([F:17])[C@@H:11]([OH:16])[C:12]([F:15])([F:14])[F:13])[CH3:9])[C:5]([F:25])=[CH:4][CH:3]=1.Cl.C([O-])(O)=O.[Na+].[OH-].[Na+]. (8) Given the product [CH2:1]1[CH2:6][CH2:5][C:4]([CH2:11][NH2:10])([CH2:7][C:8]([OH:13])=[O:9])[CH2:3][CH2:2]1.[BrH:12], predict the reactants needed to synthesize it. The reactants are: [CH2:1]1[CH2:6][CH2:5][C:4]2([CH2:11][NH:10][C:8](=[O:9])[CH2:7]2)[CH2:3][CH2:2]1.[BrH:12].[OH2:13].